This data is from Full USPTO retrosynthesis dataset with 1.9M reactions from patents (1976-2016). The task is: Predict the reactants needed to synthesize the given product. The reactants are: [F:1][C:2]1[CH:11]=[C:10]([F:12])[CH:9]=[C:8]2[C:3]=1[C:4]([NH:20][C:21]1[C:26](I)=[CH:25][N:24]=[C:23]([N:28]3[CH2:33][CH2:32][O:31][CH2:30][CH2:29]3)[CH:22]=1)=[C:5]([CH3:19])[C:6]([C:13]1[CH:18]=[CH:17][CH:16]=[CH:15][N:14]=1)=[N:7]2.[F:34][C:35]([F:47])([F:46])[O:36][C:37]1[CH:38]=[C:39](B(O)O)[CH:40]=[CH:41][CH:42]=1.C1(P(C2CCCCC2)C2CCCCC2)CCCCC1.[O-]P([O-])([O-])=O.[K+].[K+].[K+]. Given the product [F:1][C:2]1[CH:11]=[C:10]([F:12])[CH:9]=[C:8]2[C:3]=1[C:4]([NH:20][C:21]1[C:26]([C:39]3[CH:40]=[CH:41][CH:42]=[C:37]([O:36][C:35]([F:34])([F:46])[F:47])[CH:38]=3)=[CH:25][N:24]=[C:23]([N:28]3[CH2:33][CH2:32][O:31][CH2:30][CH2:29]3)[CH:22]=1)=[C:5]([CH3:19])[C:6]([C:13]1[CH:18]=[CH:17][CH:16]=[CH:15][N:14]=1)=[N:7]2, predict the reactants needed to synthesize it.